This data is from Reaction yield outcomes from USPTO patents with 853,638 reactions. The task is: Predict the reaction yield, written as a fraction of the theoretical maximum amount of product (1.0 means a 100% yield; for example, 0.34 means a 34% yield). (1) The reactants are Br[C:2]1[CH:10]=[CH:9][C:5]([CH2:6][CH2:7][OH:8])=[CH:4][CH:3]=1.[CH3:11][Si](N[Si](C)(C)C)(C)C.[C:20](#N)[CH3:21].Cl.[CH2:24]([O:26][C:27](=[O:29])C)C. The catalyst is [Cl-].[NH4+].O.ClCCl. The product is [CH3:24][O:26][C:27](=[O:29])[C:20]([C:2]1[CH:10]=[CH:9][C:5]([CH2:6][CH2:7][OH:8])=[CH:4][CH:3]=1)([CH3:21])[CH3:11]. The yield is 0.880. (2) The reactants are Br[CH2:2][C:3]([C:5]1[C:10]([CH3:11])=[CH:9][C:8]([O:12][C:13]2[CH:18]=[C:17]([CH3:19])[CH:16]=[C:15]([CH3:20])[CH:14]=2)=[CH:7][C:6]=1[CH3:21])=O.[NH2:22][C:23]([NH2:25])=[S:24]. The catalyst is CCO. The product is [CH3:20][C:15]1[CH:14]=[C:13]([CH:18]=[C:17]([CH3:19])[CH:16]=1)[O:12][C:8]1[CH:9]=[C:10]([CH3:11])[C:5]([C:3]2[N:22]=[C:23]([NH2:25])[S:24][CH:2]=2)=[C:6]([CH3:21])[CH:7]=1. The yield is 0.590. (3) The reactants are C([NH:4][C:5]1[S:6][C:7]2[C:16]3[CH:15]=[CH:14][C:13]([C:17]([OH:19])=[O:18])=[CH:12][C:11]=3[NH:10][C:9](=[O:20])[C:8]=2[N:21]=1)(=O)C.Cl. The catalyst is O. The product is [NH2:4][C:5]1[S:6][C:7]2[C:16]3[CH:15]=[CH:14][C:13]([C:17]([OH:19])=[O:18])=[CH:12][C:11]=3[NH:10][C:9](=[O:20])[C:8]=2[N:21]=1. The yield is 0.860. (4) The reactants are Cl[C:2]1[C:7]([C:8]#[N:9])=[CH:6][N:5]=[C:4]([S:10][CH3:11])[N:3]=1.C(N(CC)CC)C.[CH2:19]1[CH:23]2[CH2:24][CH:25]([NH2:26])[CH:21]([CH2:22]2)[CH2:20]1. The catalyst is ClCCl. The product is [CH:21]12[CH2:22][CH:23]([CH2:19][CH2:20]1)[CH2:24][CH:25]2[NH:26][C:2]1[C:7]([C:8]#[N:9])=[CH:6][N:5]=[C:4]([S:10][CH3:11])[N:3]=1. The yield is 0.640. (5) The reactants are [C:1]([C:4]1[O:8][C:7]([S:9]([N:12]2[C:16]([C:17]3[C:18]([F:23])=[N:19][CH:20]=[CH:21][CH:22]=3)=[C:15]([F:24])[C:14]([CH2:25][N:26](C)[C:27](=O)OC(C)(C)C)=[CH:13]2)(=[O:11])=[O:10])=[CH:6][CH:5]=1)(=[O:3])[CH3:2].C(OCC)(=O)C.[ClH:41]. The catalyst is C(OCC)(=O)C.CC(O)C. The product is [ClH:41].[F:24][C:15]1[C:14]([CH2:25][NH:26][CH3:27])=[CH:13][N:12]([S:9]([C:7]2[O:8][C:4]([C:1](=[O:3])[CH3:2])=[CH:5][CH:6]=2)(=[O:11])=[O:10])[C:16]=1[C:17]1[C:18]([F:23])=[N:19][CH:20]=[CH:21][CH:22]=1. The yield is 0.530. (6) The reactants are [CH:1]1([NH:7][C:8]2[C:13]([C:14]([NH2:16])=[O:15])=[CH:12][N:11]=[C:10]3[N:17]([CH2:20][O:21][CH2:22][CH2:23][Si:24]([CH3:27])([CH3:26])[CH3:25])[CH:18]=[CH:19][C:9]=23)[CH2:6][CH2:5][CH2:4][CH2:3][CH2:2]1.[CH:28](OCC)(OCC)[O:29]CC. No catalyst specified. The product is [CH:1]1([NH:7][C:8]2[C:13]([C:14]([NH:16][CH:28]=[O:29])=[O:15])=[CH:12][N:11]=[C:10]3[N:17]([CH2:20][O:21][CH2:22][CH2:23][Si:24]([CH3:27])([CH3:26])[CH3:25])[CH:18]=[CH:19][C:9]=23)[CH2:6][CH2:5][CH2:4][CH2:3][CH2:2]1. The yield is 0.270.